Dataset: Full USPTO retrosynthesis dataset with 1.9M reactions from patents (1976-2016). Task: Predict the reactants needed to synthesize the given product. Given the product [O:1]1[CH2:2][CH2:3][N:4]([CH2:7][CH2:8][O:9][C:10]2[CH:18]=[C:17]3[C:13]([C:14]([C:26]4[CH:27]=[CH:28][C:29]([Cl:32])=[CH:30][CH:31]=4)=[C:15]([C:64]4[CH:65]=[CH:66][C:61]([C:60]([F:71])([F:70])[F:59])=[CH:62][CH:63]=4)[C:16]3=[O:19])=[CH:12][CH:11]=2)[CH2:5][CH2:6]1, predict the reactants needed to synthesize it. The reactants are: [O:1]1[CH2:6][CH2:5][N:4]([CH2:7][CH2:8][O:9][C:10]2[CH:18]=[C:17]3[C:13]([C:14]([C:26]4[CH:31]=[CH:30][C:29]([Cl:32])=[CH:28][CH:27]=4)=[C:15](C4C=NC=CC=4)[C:16]3=[O:19])=[CH:12][CH:11]=2)[CH2:3][CH2:2]1.O1CCN(CCOC2C=C3C(C(C4C=CC=CC=4)=C(Br)C3=O)=CC=2)CC1.[F:59][C:60]([F:71])([F:70])[C:61]1[CH:66]=[CH:65][C:64](B(O)O)=[CH:63][CH:62]=1.